The task is: Predict the product of the given reaction.. This data is from Forward reaction prediction with 1.9M reactions from USPTO patents (1976-2016). (1) Given the reactants [CH2:1]([O:3][C:4]([C:6]1[NH:7][C:8]2[C:13]([C:14](=[O:18])[C:15]=1[O:16][CH3:17])=[CH:12][CH:11]=[CH:10][CH:9]=2)=[O:5])[CH3:2].[C:19](=O)([O-])[O-].[K+].[K+].IC.[CH3:27]C(C)=O, predict the reaction product. The product is: [CH2:1]([O:3][C:4]([C:6]1[C:15]([O:16][CH3:17])=[C:14]([O:18][CH3:19])[C:13]2[C:8](=[CH:9][CH:10]=[CH:11][CH:12]=2)[N:7]=1)=[O:5])[CH3:2].[CH2:1]([O:3][C:4]([C:6]1[N:7]([CH3:27])[C:8]2[C:13]([C:14](=[O:18])[C:15]=1[O:16][CH3:17])=[CH:12][CH:11]=[CH:10][CH:9]=2)=[O:5])[CH3:2]. (2) Given the reactants N1C=CC=CC=1.Cl.[CH3:8][NH:9][O:10][CH3:11].[CH:12]1[C:25]2[C:16](=[N:17][C:18]3[C:23]([C:24]=2[C:26](Cl)=[O:27])=[CH:22][CH:21]=[CH:20][CH:19]=3)[CH:15]=[CH:14][CH:13]=1.O, predict the reaction product. The product is: [CH3:8][N:9]([C:26]([C:24]1[C:23]2[C:18]([N:17]=[C:16]3[C:25]=1[CH:12]=[CH:13][CH:14]=[CH:15]3)=[CH:19][CH:20]=[CH:21][CH:22]=2)=[O:27])[O:10][CH3:11]. (3) Given the reactants [CH2:1]([O:3][C:4]([C:6]1[CH:11]=[CH:10][CH:9]=[C:8]([S:12][C:13]2[C:21]3[C:16](=[CH:17][C:18]([Cl:22])=[CH:19][CH:20]=3)[NH:15][C:14]=2[CH3:23])[N:7]=1)=[O:5])[CH3:2].Br[C:25]1[CH:26]=[N:27][N:28]([CH3:30])[CH:29]=1, predict the reaction product. The product is: [CH2:1]([O:3][C:4]([C:6]1[CH:11]=[CH:10][CH:9]=[C:8]([S:12][C:13]2[C:21]3[C:16](=[CH:17][C:18]([Cl:22])=[CH:19][CH:20]=3)[N:15]([C:25]3[CH:26]=[N:27][N:28]([CH3:30])[CH:29]=3)[C:14]=2[CH3:23])[N:7]=1)=[O:5])[CH3:2]. (4) Given the reactants [Cl:1][C:2]1[C:11]([O:12][CH3:13])=[CH:10][C:9]([O:14][CH3:15])=[C:8]([F:16])[C:3]=1[C:4]([O:6]C)=[O:5].[OH-].[Na+], predict the reaction product. The product is: [Cl:1][C:2]1[C:11]([O:12][CH3:13])=[CH:10][C:9]([O:14][CH3:15])=[C:8]([F:16])[C:3]=1[C:4]([OH:6])=[O:5]. (5) Given the reactants [Cl:1][C:2]1[CH:7]=[CH:6][C:5]([CH:8]2[CH2:13][CH2:12][CH2:11][NH:10][CH2:9]2)=[CH:4][CH:3]=1, predict the reaction product. The product is: [Cl:1][C:2]1[CH:3]=[CH:4][C:5]([C@@H:8]2[CH2:13][CH2:12][CH2:11][NH:10][CH2:9]2)=[CH:6][CH:7]=1. (6) Given the reactants [NH2:1][C:2]1[CH:18]=[CH:17][C:16]([OH:19])=[CH:15][C:3]=1[C:4]([NH:6][C:7]1[CH:12]=[CH:11][C:10]([O:13][CH3:14])=[CH:9][CH:8]=1)=[O:5].[F:20][C:21]1[CH:22]=[C:23]([CH:32]=[CH:33][C:34]=1[F:35])[CH2:24][N:25]1[CH2:30][CH2:29][C:28](=O)[CH2:27][CH2:26]1.O.C1(C)C=CC(S(O)(=O)=O)=CC=1, predict the reaction product. The product is: [F:20][C:21]1[CH:22]=[C:23]([CH:32]=[CH:33][C:34]=1[F:35])[CH2:24][N:25]1[CH2:26][CH2:27][C:28]2([N:6]([C:7]3[CH:8]=[CH:9][C:10]([O:13][CH3:14])=[CH:11][CH:12]=3)[C:4](=[O:5])[C:3]3[C:2](=[CH:18][CH:17]=[C:16]([OH:19])[CH:15]=3)[NH:1]2)[CH2:29][CH2:30]1. (7) Given the reactants [CH3:1][C:2]1[N:3]([C:7]2[CH:8]=[C:9]([NH:17]C(=O)OC(C)(C)C)[CH:10]=[C:11]([C:13]([F:16])([F:15])[F:14])[CH:12]=2)[CH:4]=[CH:5][N:6]=1.Cl.[OH-].[Na+], predict the reaction product. The product is: [CH3:1][C:2]1[N:3]([C:7]2[CH:12]=[C:11]([C:13]([F:16])([F:14])[F:15])[CH:10]=[C:9]([NH2:17])[CH:8]=2)[CH:4]=[CH:5][N:6]=1.